From a dataset of Full USPTO retrosynthesis dataset with 1.9M reactions from patents (1976-2016). Predict the reactants needed to synthesize the given product. (1) Given the product [ClH:1].[C:27]1([CH:8]([C:2]2[CH:3]=[CH:4][CH:5]=[CH:6][CH:7]=2)[N:9]2[CH2:10][CH:11]([O:13][C:14]3[C:23]4[C:18](=[CH:19][CH:20]=[CH:21][CH:22]=4)[CH:17]=[CH:16][C:15]=3[O:45][CH3:44])[CH2:12]2)[CH:32]=[CH:31][CH:30]=[CH:29][CH:28]=1, predict the reactants needed to synthesize it. The reactants are: [ClH:1].[C:2]1([CH:8]([C:27]2[CH:32]=[CH:31][CH:30]=[CH:29][CH:28]=2)[N:9]2[CH2:12][CH:11]([O:13][C:14]3[C:23]4[C:18](=[CH:19][CH:20]=[CH:21][CH:22]=4)[CH:17]=[CH:16][C:15]=3COC)[CH2:10]2)[CH:7]=[CH:6][CH:5]=[CH:4][CH:3]=1.BrC1C2C(=CC=CC=2)C=CC=1[CH2:44][O:45]C. (2) Given the product [CH2:19]([S:21]([C:24]1[S:28][C:27]([N:29]2[CH2:30][CH2:31][N:32]([C:7]([C:6]3[CH:10]=[C:11]([S:14]([CH3:17])(=[O:16])=[O:15])[CH:12]=[CH:13][C:5]=3[O:4][CH:1]([CH3:2])[CH3:3])=[O:9])[CH2:33][CH2:34]2)=[N:26][CH:25]=1)(=[O:23])=[O:22])[CH3:20], predict the reactants needed to synthesize it. The reactants are: [CH:1]([O:4][C:5]1[CH:13]=[CH:12][C:11]([S:14]([CH3:17])(=[O:16])=[O:15])=[CH:10][C:6]=1[C:7]([OH:9])=O)([CH3:3])[CH3:2].Cl.[CH2:19]([S:21]([C:24]1[S:28][C:27]([N:29]2[CH2:34][CH2:33][NH:32][CH2:31][CH2:30]2)=[N:26][CH:25]=1)(=[O:23])=[O:22])[CH3:20]. (3) Given the product [N:32]1[CH:33]=[CH:34][CH:35]=[CH:36][C:31]=1[C:28]1[CH:29]=[N:30][C:25]([N:13]2[CH2:14][C:15]3[C:16](=[O:41])[C:17]4[CH:18]=[CH:19][CH:20]=[CH:21][C:22]=4[NH:23][C:24]=3[CH:12]2[CH:4]2[CH2:5][CH:6]3[CH2:11][CH:10]=[CH:9][CH:8]=[C:7]3[O:3]2)=[N:26][CH:27]=1, predict the reactants needed to synthesize it. The reactants are: [H-].[Na+].[O:3]1[C:7]2[CH:8]=[CH:9][CH:10]=[CH:11][C:6]=2[CH2:5][CH:4]1[CH:12]1[C:24]2[NH:23][C:22]3[C:17](=[CH:18][CH:19]=[CH:20][CH:21]=3)[C:16]=2[CH2:15][CH2:14][N:13]1[C:25]1[N:30]=[CH:29][C:28]([C:31]2[CH:36]=[CH:35][CH:34]=[CH:33][N:32]=2)=[CH:27][N:26]=1.CN(C=[O:41])C. (4) Given the product [F:1][C:2]1[CH:3]=[C:4]([C:9]2([O:14][CH3:15])[CH2:13][CH2:12][N:11]([CH2:16][CH3:17])[CH2:10]2)[CH:5]=[C:6]([F:8])[CH:7]=1, predict the reactants needed to synthesize it. The reactants are: [F:1][C:2]1[CH:3]=[C:4]([C:9]2([O:14][CH3:15])[CH2:13][CH2:12][NH:11][CH2:10]2)[CH:5]=[C:6]([F:8])[CH:7]=1.[CH2:16](N(CC)CC)[CH3:17].ICC. (5) Given the product [OH:53][C:26]1[C@@:25]2([CH3:57])[CH2:54][CH2:55][CH2:56][N:24]2[N:23]([CH2:22][C:19]2[CH:20]=[CH:21][C:16]([O:15][CH2:14][C:13]([OH:60])=[O:12])=[C:17]([F:59])[C:18]=2[F:58])[C:28](=[O:29])[C:27]=1[C:30](=[O:52])[NH:31][C:32]1[CH:37]=[CH:36][C:35]([C:38]([F:41])([F:40])[F:39])=[CH:34][C:33]=1[C:42]1[CH:43]=[N:44][C:45]([C:48]([F:50])([F:51])[F:49])=[CH:46][CH:47]=1, predict the reactants needed to synthesize it. The reactants are: FC(F)(F)C(O)=O.C([O:12][C:13](=[O:60])[CH2:14][O:15][C:16]1[CH:21]=[CH:20][C:19]([CH2:22][N:23]2[C:28](=[O:29])[C:27]([C:30](=[O:52])[NH:31][C:32]3[CH:37]=[CH:36][C:35]([C:38]([F:41])([F:40])[F:39])=[CH:34][C:33]=3[C:42]3[CH:43]=[N:44][C:45]([C:48]([F:51])([F:50])[F:49])=[CH:46][CH:47]=3)=[C:26]([OH:53])[C@@:25]3([CH3:57])[CH2:54][CH2:55][CH2:56][N:24]23)=[C:18]([F:58])[C:17]=1[F:59])(C)(C)C.